This data is from Forward reaction prediction with 1.9M reactions from USPTO patents (1976-2016). The task is: Predict the product of the given reaction. Given the reactants C([O:3][C:4]([C:6]1[N:7]([CH2:13][O:14][CH2:15][CH2:16][Si:17]([CH3:20])([CH3:19])[CH3:18])[C:8]([C:11]#[N:12])=[N:9][CH:10]=1)=[O:5])C.[OH-:21].[K+].Cl, predict the reaction product. The product is: [C:11]([C:8]1[N:7]([CH2:13][O:14][CH2:15][CH2:16][Si:17]([CH3:20])([CH3:19])[CH3:18])[C:6]([C:4]([OH:3])=[O:5])=[CH:10][N:9]=1)(=[O:21])[NH2:12].